From a dataset of Forward reaction prediction with 1.9M reactions from USPTO patents (1976-2016). Predict the product of the given reaction. (1) Given the reactants [O:1]=[C:2]1[CH2:7][CH2:6][N:5]([C:8]([O:10][CH2:11][C:12]2[CH:17]=[CH:16][CH:15]=[CH:14][CH:13]=2)=[O:9])[CH2:4][CH2:3]1.[CH2:18]([O:20][C:21](=[O:25])[CH:22]=[N+]=[N-])[CH3:19].B(F)(F)F.CCOCC, predict the reaction product. The product is: [O:1]=[C:2]1[CH2:7][CH2:6][N:5]([C:8]([O:10][CH2:11][C:12]2[CH:13]=[CH:14][CH:15]=[CH:16][CH:17]=2)=[O:9])[CH2:4][CH2:3][CH:22]1[C:21]([O:20][CH2:18][CH3:19])=[O:25]. (2) The product is: [OH:1][CH:2]([C:6]1[CH:11]=[CH:10][C:9]([C:12]2[N:16]=[C:15]([C:17]3[O:21][N:20]=[C:19]([C:22]4[CH:23]=[CH:24][CH:25]=[CH:26][CH:27]=4)[C:18]=3[C:28]([F:31])([F:30])[F:29])[O:14][N:13]=2)=[CH:8][CH:7]=1)[C:3]([NH:46][CH2:45][C:43]1[O:42][N:41]=[C:40]([CH3:39])[CH:44]=1)=[O:5]. Given the reactants [OH:1][CH:2]([C:6]1[CH:11]=[CH:10][C:9]([C:12]2[N:16]=[C:15]([C:17]3[O:21][N:20]=[C:19]([C:22]4[CH:27]=[CH:26][CH:25]=[CH:24][CH:23]=4)[C:18]=3[C:28]([F:31])([F:30])[F:29])[O:14][N:13]=2)=[CH:8][CH:7]=1)[C:3]([OH:5])=O.CN1CCOCC1.[CH3:39][C:40]1[CH:44]=[C:43]([CH2:45][NH2:46])[O:42][N:41]=1.F[P-](F)(F)(F)(F)F.N1(O[P+](N(C)C)(N(C)C)N(C)C)C2C=CC=CC=2N=N1, predict the reaction product. (3) Given the reactants [Si:1]([O:8][C@H:9]1[CH2:14][CH2:13][C@@:12]([C@H:16]2[CH2:24][CH2:23][C@@:22]3([CH3:25])[C@@H:18]([CH2:19][CH2:20][C:21]3=[CH2:26])[C@@H:17]2[CH2:27][NH2:28])([CH3:15])[C@@H:11]([CH2:29][O:30][Si:31]([C:34]([CH3:37])([CH3:36])[CH3:35])([CH3:33])[CH3:32])[CH2:10]1)([C:4]([CH3:7])([CH3:6])[CH3:5])([CH3:3])[CH3:2].[Na+].[I-].CCN(C(C)C)C(C)C.[CH3:49][O:50][C:51]1[CH:52]=[C:53]([CH:56]=[C:57]([O:59][CH3:60])[CH:58]=1)[CH2:54]Br, predict the reaction product. The product is: [Si:1]([O:8][C@H:9]1[CH2:14][CH2:13][C@@:12]([C@H:16]2[CH2:24][CH2:23][C@@:22]3([CH3:25])[C@@H:18]([CH2:19][CH2:20][C:21]3=[CH2:26])[C@@H:17]2[CH2:27][NH:28][CH2:54][C:53]2[CH:56]=[C:57]([O:59][CH3:60])[CH:58]=[C:51]([O:50][CH3:49])[CH:52]=2)([CH3:15])[C@@H:11]([CH2:29][O:30][Si:31]([C:34]([CH3:37])([CH3:36])[CH3:35])([CH3:32])[CH3:33])[CH2:10]1)([C:4]([CH3:7])([CH3:6])[CH3:5])([CH3:3])[CH3:2]. (4) The product is: [OH:14][C@H:9]1[C@@H:8]2[CH2:13][CH2:12][C@@H:11]([C@@H:6]([CH2:5][O:4][CH2:3][O:2][CH3:1])[N:7]2[C:15]([O:17][C:18]([CH3:21])([CH3:20])[CH3:19])=[O:16])[CH2:10]1. Given the reactants [CH3:1][O:2][CH2:3][O:4][CH2:5][C@@H:6]1[C@@H:11]2[CH2:12][CH2:13][C@@H:8]([C:9](=[O:14])[CH2:10]2)[N:7]1[C:15]([O:17][C:18]([CH3:21])([CH3:20])[CH3:19])=[O:16].CO.[BH4-].[Na+], predict the reaction product. (5) Given the reactants ClC1[CH:7]=[C:6]([C:8]2[CH:13]=[CH:12][C:11]([F:14])=[C:10]([Cl:15])[CH:9]=2)N=C(C(C)C)N=1.FC(F)(F)C1C(N2[CH2:32][CH2:31]NCC2)=NC=CC=1.[C:35]([O-:38])([O-])=[O:36].[K+].[K+].CC(N(C)C)=[O:43], predict the reaction product. The product is: [Cl:15][C:10]1[CH:9]=[C:8]([C:6](=[O:43])[CH2:7][C:35]([O:38][CH2:31][CH3:32])=[O:36])[CH:13]=[CH:12][C:11]=1[F:14]. (6) Given the reactants [NH2:1][CH:2]([C:8]1[CH:13]=[CH:12][C:11]([O:14][C:15]([F:18])([F:17])[F:16])=[CH:10][CH:9]=1)[C:3]([O:5][CH2:6][CH3:7])=[O:4].[C:19](OC([O-])=O)([O:21][C:22]([CH3:25])([CH3:24])[CH3:23])=[O:20], predict the reaction product. The product is: [CH2:6]([O:5][C:3](=[O:4])[CH:2]([NH:1][C:19]([O:21][C:22]([CH3:25])([CH3:24])[CH3:23])=[O:20])[C:8]1[CH:13]=[CH:12][C:11]([O:14][C:15]([F:16])([F:17])[F:18])=[CH:10][CH:9]=1)[CH3:7]. (7) Given the reactants [OH:1][C@@:2]1([C:9]#[C:10][C:11]2[CH:12]=[C:13]([C:17]3[N:22]=[C:21]([C:23](O)=[O:24])[CH:20]=[C:19]([N:26]4[CH:30]=[CH:29][N:28]=[CH:27]4)[N:18]=3)[CH:14]=[CH:15][CH:16]=2)[CH2:6][CH2:5][N:4]([CH3:7])[C:3]1=[O:8].[Cl-].[NH4+:32], predict the reaction product. The product is: [OH:1][C@@:2]1([C:9]#[C:10][C:11]2[CH:12]=[C:13]([C:17]3[N:22]=[C:21]([C:23]([NH2:32])=[O:24])[CH:20]=[C:19]([N:26]4[CH:30]=[CH:29][N:28]=[CH:27]4)[N:18]=3)[CH:14]=[CH:15][CH:16]=2)[CH2:6][CH2:5][N:4]([CH3:7])[C:3]1=[O:8]. (8) Given the reactants C(OO[CH:6]1[CH2:10][CH:9]([O:11][Si:12]([C:15]([CH3:18])([CH3:17])[CH3:16])([CH3:14])[CH3:13])[CH:8]=[CH:7]1)(=O)C.[K].[Cl:20][C:21]1[C:22]2[C:23]3[C:24](=[C:32]([CH3:35])[O:33][N:34]=3)[C:25](=[O:31])[NH:26][C:27]=2[CH:28]=[CH:29][CH:30]=1, predict the reaction product. The product is: [Si:12]([O:11][CH:9]1[CH2:10][CH:6]([N:26]2[C:27]3[CH:28]=[CH:29][CH:30]=[C:21]([Cl:20])[C:22]=3[C:23]3=[N:34][O:33][C:32]([CH3:35])=[C:24]3[C:25]2=[O:31])[CH:7]=[CH:8]1)([C:15]([CH3:16])([CH3:17])[CH3:18])([CH3:13])[CH3:14]. (9) Given the reactants [OH:1][CH:2]1[CH2:5][N:4]([C:6]2[CH:11]=[CH:10][C:9]([C@@H:12]([NH:14][C:15](=[O:17])[CH3:16])[CH3:13])=[CH:8][CH:7]=2)[CH2:3]1.[F:18][C:19]1[CH:24]=[C:23](F)[CH:22]=[CH:21][N:20]=1.C(=O)([O-])[O-].[Cs+].[Cs+].O, predict the reaction product. The product is: [F:18][C:19]1[CH:24]=[C:23]([O:1][CH:2]2[CH2:3][N:4]([C:6]3[CH:7]=[CH:8][C:9]([C@@H:12]([NH:14][C:15](=[O:17])[CH3:16])[CH3:13])=[CH:10][CH:11]=3)[CH2:5]2)[CH:22]=[CH:21][N:20]=1.